This data is from Full USPTO retrosynthesis dataset with 1.9M reactions from patents (1976-2016). The task is: Predict the reactants needed to synthesize the given product. Given the product [C:13]1([C:2]2[N:7]=[C:6]3[N:8]=[C:9]([NH2:12])[CH:10]=[CH:11][C:5]3=[N:4][CH:3]=2)[CH:18]=[CH:17][CH:16]=[CH:15][CH:14]=1, predict the reactants needed to synthesize it. The reactants are: Cl[C:2]1[N:7]=[C:6]2[N:8]=[C:9]([NH2:12])[CH:10]=[CH:11][C:5]2=[N:4][CH:3]=1.[C:13]1(B(O)O)[CH:18]=[CH:17][CH:16]=[CH:15][CH:14]=1.C(=O)([O-])[O-].[Na+].[Na+].